Dataset: Full USPTO retrosynthesis dataset with 1.9M reactions from patents (1976-2016). Task: Predict the reactants needed to synthesize the given product. (1) The reactants are: C[O:2][C:3](=[O:23])[CH2:4][N:5]1[CH:9]=[C:8]([C:10]2[CH:15]=[C:14]([C:16]([F:19])([F:18])[F:17])[CH:13]=[C:12](I)[CH:11]=2)[C:7]([C:21]#[N:22])=[CH:6]1.[F:24][C:25]1[CH:30]=[CH:29][C:28](B(O)O)=[CH:27][CH:26]=1.C(=O)([O-])[O-].[Na+].[Na+].[OH-].[Na+]. Given the product [C:21]([C:7]1[C:8]([C:10]2[CH:11]=[C:12]([C:28]3[CH:29]=[CH:30][C:25]([F:24])=[CH:26][CH:27]=3)[CH:13]=[C:14]([C:16]([F:18])([F:17])[F:19])[CH:15]=2)=[CH:9][N:5]([CH2:4][C:3]([OH:2])=[O:23])[CH:6]=1)#[N:22], predict the reactants needed to synthesize it. (2) Given the product [CH3:15][C:11]1([CH3:16])[CH2:10][CH2:9][C:8]([CH3:17])([CH3:18])[C:7]2[CH:6]=[C:5]([C:3]3[N:27]=[C:26]([N:23]4[CH2:24][CH2:25][CH:20]([OH:19])[CH2:21][CH2:22]4)[S:28][CH:2]=3)[CH:14]=[CH:13][C:12]1=2, predict the reactants needed to synthesize it. The reactants are: Br[CH2:2][C:3]([C:5]1[CH:14]=[CH:13][C:12]2[C:11]([CH3:16])([CH3:15])[CH2:10][CH2:9][C:8]([CH3:18])([CH3:17])[C:7]=2[CH:6]=1)=O.[OH:19][CH:20]1[CH2:25][CH2:24][N:23]([C:26](=[S:28])[NH2:27])[CH2:22][CH2:21]1.